From a dataset of TCR-epitope binding with 47,182 pairs between 192 epitopes and 23,139 TCRs. Binary Classification. Given a T-cell receptor sequence (or CDR3 region) and an epitope sequence, predict whether binding occurs between them. (1) Result: 1 (the TCR binds to the epitope). The TCR CDR3 sequence is CASITSGGSYNEQFF. The epitope is FQPTNGVGY. (2) The epitope is YIFFASFYY. Result: 1 (the TCR binds to the epitope). The TCR CDR3 sequence is CASSEGLSWDTQYF. (3) The epitope is NQKLIANQF. The TCR CDR3 sequence is CASSLGPYVDTQYF. Result: 0 (the TCR does not bind to the epitope). (4) The epitope is YLQPRTFLL. The TCR CDR3 sequence is CASSDLTGTVYNEQFF. Result: 0 (the TCR does not bind to the epitope).